Dataset: Forward reaction prediction with 1.9M reactions from USPTO patents (1976-2016). Task: Predict the product of the given reaction. (1) Given the reactants [NH2:1][CH2:2][C@H:3]1[CH2:8][O:7][CH2:6][CH2:5][N:4]1[C:9]([O:11][C:12]([CH3:15])([CH3:14])[CH3:13])=[O:10].[CH:16](=O)[CH3:17].[C:19](O[BH-](OC(=O)C)OC(=O)C)(=O)[CH3:20].[Na+], predict the reaction product. The product is: [CH2:19]([N:1]([CH2:2][C@H:3]1[CH2:8][O:7][CH2:6][CH2:5][N:4]1[C:9]([O:11][C:12]([CH3:15])([CH3:14])[CH3:13])=[O:10])[CH2:16][CH3:17])[CH3:20]. (2) Given the reactants Br[C:2]1[CH:3]=[C:4]([S:8][CH2:9][CH2:10][CH2:11][OH:12])[CH:5]=[CH:6][CH:7]=1.[C:13]([C:15]1[CH:20]=[CH:19][C:18](B(O)O)=[CH:17][CH:16]=1)#[N:14].C(=O)([O-])[O-].[Na+].[Na+].O, predict the reaction product. The product is: [OH:12][CH2:11][CH2:10][CH2:9][S:8][C:4]1[CH:5]=[CH:6][C:7]([C:16]2[CH:17]=[CH:18][CH:19]=[CH:20][C:15]=2[C:13]#[N:14])=[CH:2][CH:3]=1. (3) Given the reactants F[C:2](F)(F)[C:3]([O-])=O.[C:8]([NH:11][C:12]1[S:20][C:15]2[CH2:16][NH2+:17][CH2:18][CH2:19][C:14]=2[CH:13]=1)(=[O:10])[CH3:9].C(=O)C.C(O[BH-](OC(=O)C)OC(=O)C)(=O)C.[Na+], predict the reaction product. The product is: [CH2:2]([N:17]1[CH2:18][CH2:19][C:14]2[CH:13]=[C:12]([NH:11][C:8](=[O:10])[CH3:9])[S:20][C:15]=2[CH2:16]1)[CH3:3]. (4) Given the reactants [C:1]([O:5][C:6]([N:8]1[CH2:13][CH2:12][CH:11]([OH:14])[CH2:10][CH2:9]1)=[O:7])([CH3:4])([CH3:3])[CH3:2].[H-].[Na+].Cl[C:18]1[CH:25]=[CH:24][C:21]([C:22]#[N:23])=[CH:20][N:19]=1, predict the reaction product. The product is: [C:1]([O:5][C:6]([N:8]1[CH2:13][CH2:12][CH:11]([O:14][C:18]2[CH:25]=[CH:24][C:21]([C:22]#[N:23])=[CH:20][N:19]=2)[CH2:10][CH2:9]1)=[O:7])([CH3:4])([CH3:2])[CH3:3]. (5) Given the reactants F[C:2]1[CH:7]=[CH:6][CH:5]=[CH:4][C:3]=1[N+:8]([O-:10])=[O:9].[NH2:11][C:12]1[CH:19]=[CH:18][C:17]([CH3:20])=[CH:16][C:13]=1[C:14]#[N:15].O.[OH-].[Li+], predict the reaction product. The product is: [CH3:20][C:17]1[CH:18]=[CH:19][C:12]([NH:11][C:2]2[CH:7]=[CH:6][CH:5]=[CH:4][C:3]=2[N+:8]([O-:10])=[O:9])=[C:13]([CH:16]=1)[C:14]#[N:15]. (6) Given the reactants [CH3:1][O:2][C:3]([C:5]1[N:6]=[CH:7][C:8]2[CH:9]=[CH:10][N:11]([CH2:17][C:18]3[CH:23]=[CH:22][CH:21]=[CH:20][CH:19]=3)[C:12](=[O:16])[C:13]=2[C:14]=1[OH:15])=[O:4].CC1C=C(C)N=C(C)C=1.CC1C([IH+:40])=C(C)N=C(C)C=1.F[P-](F)(F)(F)(F)F, predict the reaction product. The product is: [CH3:1][O:2][C:3]([C:5]1[N:6]=[C:7]([I:40])[C:8]2[CH:9]=[CH:10][N:11]([CH2:17][C:18]3[CH:23]=[CH:22][CH:21]=[CH:20][CH:19]=3)[C:12](=[O:16])[C:13]=2[C:14]=1[OH:15])=[O:4]. (7) Given the reactants [F:1][C:2]1[CH:3]=[CH:4][C:5]([O:24][CH3:25])=[C:6]([C:8]2[CH:13]=[CH:12][N:11]=[C:10]3[NH:14][C:15]([C:17]4[CH2:22][CH2:21][C:20](=O)[CH2:19][CH:18]=4)=[CH:16][C:9]=23)[CH:7]=1.[NH:26]1[CH2:31][CH2:30][CH:29]([CH2:32][C:33]([O:35][CH3:36])=[O:34])[CH2:28][CH2:27]1.C(O)(=O)C.C([BH3-])#N, predict the reaction product. The product is: [F:1][C:2]1[CH:3]=[CH:4][C:5]([O:24][CH3:25])=[C:6]([C:8]2[CH:13]=[CH:12][N:11]=[C:10]3[NH:14][C:15]([C:17]4[CH2:22][CH2:21][CH:20]([N:26]5[CH2:31][CH2:30][CH:29]([CH2:32][C:33]([O:35][CH3:36])=[O:34])[CH2:28][CH2:27]5)[CH2:19][CH:18]=4)=[CH:16][C:9]=23)[CH:7]=1. (8) The product is: [C:1]1([S:7]([N:10]2[CH:11]=[CH:12][CH:13]=[C:14]2[C:21]([C:18]2[CH:19]=[CH:20][C:15]([CH3:24])=[CH:16][CH:17]=2)=[O:22])(=[O:9])=[O:8])[CH:2]=[CH:3][CH:4]=[CH:5][CH:6]=1. Given the reactants [C:1]1([S:7]([N:10]2[CH:14]=[CH:13][CH:12]=[CH:11]2)(=[O:9])=[O:8])[CH:6]=[CH:5][CH:4]=[CH:3][CH:2]=1.[C:15]1([CH3:24])[CH:20]=[CH:19][C:18]([C:21](Cl)=[O:22])=[CH:17][CH:16]=1.B(F)(F)F.CCOCC, predict the reaction product. (9) Given the reactants [Cl:1][S:2]([OH:5])(=O)=[O:3].[F:6][C:7]1[CH:15]=[CH:14][C:10]([C:11]([OH:13])=[O:12])=[CH:9][CH:8]=1, predict the reaction product. The product is: [Cl:1][S:2]([C:8]1[CH:9]=[C:10]([CH:14]=[CH:15][C:7]=1[F:6])[C:11]([OH:13])=[O:12])(=[O:5])=[O:3]. (10) Given the reactants [N:1]1([CH2:6][CH2:7][CH2:8][CH2:9][CH2:10][NH2:11])[CH2:5][CH2:4][CH2:3][CH2:2]1.[C:12](O[C:12]([O:14][C:15]([CH3:18])([CH3:17])[CH3:16])=[O:13])([O:14][C:15]([CH3:18])([CH3:17])[CH3:16])=[O:13].[OH-].[Na+], predict the reaction product. The product is: [C:15]([O:14][C:12](=[O:13])[NH:11][CH2:10][CH2:9][CH2:8][CH2:7][CH2:6][N:1]1[CH2:5][CH2:4][CH2:3][CH2:2]1)([CH3:18])([CH3:17])[CH3:16].